This data is from Full USPTO retrosynthesis dataset with 1.9M reactions from patents (1976-2016). The task is: Predict the reactants needed to synthesize the given product. (1) Given the product [CH:14]1([O:13][C:10]2[CH:11]=[CH:12][C:7]([B:20]([OH:25])[OH:21])=[CH:8][CH:9]=2)[CH2:19][CH2:18][CH2:17][CH2:16][CH2:15]1, predict the reactants needed to synthesize it. The reactants are: C([Li])CCC.Br[C:7]1[CH:12]=[CH:11][C:10]([O:13][CH:14]2[CH2:19][CH2:18][CH2:17][CH2:16][CH2:15]2)=[CH:9][CH:8]=1.[B:20](OC(C)C)([O:25]C(C)C)[O:21]C(C)C.[OH-].[Na+]. (2) Given the product [C:14]1([C:2]2[C:11]([CH:12]=[O:13])=[CH:10][C:9]3[C:4](=[CH:5][CH:6]=[CH:7][CH:8]=3)[N:3]=2)[CH:19]=[CH:18][CH:17]=[CH:16][CH:15]=1, predict the reactants needed to synthesize it. The reactants are: Cl[C:2]1[C:11]([CH:12]=[O:13])=[CH:10][C:9]2[C:4](=[CH:5][CH:6]=[CH:7][CH:8]=2)[N:3]=1.[C:14]1(B(O)O)[CH:19]=[CH:18][CH:17]=[CH:16][CH:15]=1.